From a dataset of Human liver microsome stability data. Regression/Classification. Given a drug SMILES string, predict its absorption, distribution, metabolism, or excretion properties. Task type varies by dataset: regression for continuous measurements (e.g., permeability, clearance, half-life) or binary classification for categorical outcomes (e.g., BBB penetration, CYP inhibition). Dataset: hlm. (1) The molecule is N#Cc1ccc(C2CCN(C(=O)Oc3cccc(N4CCS(=O)(=O)CC4)c3)CC2)cc1. The result is 1 (stable in human liver microsomes). (2) The compound is Cc1ccc(Oc2ccc(N(C[C@H](NC(C)C)C(=O)NO)S(C)(=O)=O)cc2)cc1. The result is 0 (unstable in human liver microsomes). (3) The drug is COc1cccc(CN2C(=O)CN(C(=O)c3cc4cc(OC)ccc4[nH]3)C[C@@H]2CCc2ccccc2)c1. The result is 1 (stable in human liver microsomes).